This data is from Peptide-MHC class I binding affinity with 185,985 pairs from IEDB/IMGT. The task is: Regression. Given a peptide amino acid sequence and an MHC pseudo amino acid sequence, predict their binding affinity value. This is MHC class I binding data. (1) The peptide sequence is WLYPGAQNL. The MHC is BoLA-HD6 with pseudo-sequence BoLA-HD6. The binding affinity (normalized) is 0.692. (2) The peptide sequence is ETWMSSEGA. The MHC is HLA-A68:02 with pseudo-sequence HLA-A68:02. The binding affinity (normalized) is 0.903. (3) The peptide sequence is NLDLFMSHV. The MHC is HLA-A02:01 with pseudo-sequence HLA-A02:01. The binding affinity (normalized) is 0.682. (4) The peptide sequence is LTMVAGAVW. The MHC is HLA-B08:01 with pseudo-sequence HLA-B08:01. The binding affinity (normalized) is 0.213. (5) The peptide sequence is IVQLPKRGV. The MHC is HLA-A68:02 with pseudo-sequence HLA-A68:02. The binding affinity (normalized) is 0.227. (6) The peptide sequence is ILIDTSAWV. The MHC is HLA-A02:11 with pseudo-sequence HLA-A02:11. The binding affinity (normalized) is 1.00.